This data is from Reaction yield outcomes from USPTO patents with 853,638 reactions. The task is: Predict the reaction yield, written as a fraction of the theoretical maximum amount of product (1.0 means a 100% yield; for example, 0.34 means a 34% yield). (1) The reactants are [NH:1]1[C:9]2[C:4](=[CH:5][CH:6]=[CH:7][CH:8]=2)[CH:3]=[CH:2]1.[O-]P([O-])([O-])=O.[K+].[K+].[K+].Br[C:19]1[CH:20]=[C:21]([CH3:26])[CH:22]=[C:23]([CH3:25])[CH:24]=1.[OH-].[NH4+].CCCCCCCCCCCC. The catalyst is [Cu]I.C(N(CC)C(=O)C1C(=CC=CC=1)O)C.O.C(OCC)(=O)C. The product is [CH3:26][C:21]1[CH:20]=[C:19]([N:1]2[C:9]3[C:4](=[CH:5][CH:6]=[CH:7][CH:8]=3)[CH:3]=[CH:2]2)[CH:24]=[C:23]([CH3:25])[CH:22]=1. The yield is 0.890. (2) The catalyst is C(O)(C)C. The product is [Br-:8].[C:11]1([CH2:16][N+:5]2[CH:6]=[CH:7][C:2]([CH3:1])=[CH:3][CH:4]=2)[CH:12]=[CH:13][CH:14]=[CH:15][C:10]=1[CH2:9][N+:5]1[CH:6]=[CH:7][C:2]([CH3:1])=[CH:3][CH:4]=1.[Br-:8]. The reactants are [CH3:1][C:2]1[CH:7]=[CH:6][N:5]=[CH:4][CH:3]=1.[Br:8][CH2:9][C:10]1[CH:15]=[CH:14][CH:13]=[CH:12][C:11]=1[CH2:16]Br. The yield is 0.870. (3) The reactants are [CH2:1]([O:8][C:9]([N:11]1[CH2:16][CH:15]2[CH:13]([O:14]2)[C@@H:12]1[CH2:17][N:18]([C:44]([O:46][C:47]([CH3:50])([CH3:49])[CH3:48])=[O:45])[NH:19][C:20](=[O:43])[C@@H:21]([NH:26][C:27](=[O:42])[C:28]1[CH:33]=[CH:32][C:31]([NH:34][C:35]([O:37][C:38]([CH3:41])([CH3:40])[CH3:39])=[O:36])=[CH:30][CH:29]=1)[CH2:22][CH:23]([CH3:25])[CH3:24])=[O:10])[C:2]1[CH:7]=[CH:6][CH:5]=[CH:4][CH:3]=1.C(=O)([O-])[O-].[K+].[K+]. The catalyst is C(#N)C. The product is [C:47]([O:46][C:44]([N:18]1[CH2:17][C@H:12]2[N:11]([C:9]([O:8][CH2:1][C:2]3[CH:3]=[CH:4][CH:5]=[CH:6][CH:7]=3)=[O:10])[CH2:16][C@H:15]([OH:14])[C@H:13]2[N:19]1[C:20](=[O:43])[C@@H:21]([NH:26][C:27](=[O:42])[C:28]1[CH:29]=[CH:30][C:31]([NH:34][C:35]([O:37][C:38]([CH3:41])([CH3:39])[CH3:40])=[O:36])=[CH:32][CH:33]=1)[CH2:22][CH:23]([CH3:25])[CH3:24])=[O:45])([CH3:50])([CH3:48])[CH3:49]. The yield is 0.590. (4) The reactants are [N:1]1([C:7]2[CH:12]=[CH:11][C:10]([N+:13]([O-])=O)=[CH:9][C:8]=2[CH2:16][OH:17])[CH2:6][CH2:5][O:4][CH2:3][CH2:2]1. The catalyst is C(O)C. The product is [NH2:13][C:10]1[CH:11]=[CH:12][C:7]([N:1]2[CH2:6][CH2:5][O:4][CH2:3][CH2:2]2)=[C:8]([CH2:16][OH:17])[CH:9]=1. The yield is 0.830.